Dataset: Forward reaction prediction with 1.9M reactions from USPTO patents (1976-2016). Task: Predict the product of the given reaction. (1) Given the reactants C([Si]([O:8][CH2:9][C:10]1[C:15]([N+:16]([O-:18])=[O:17])=[CH:14][CH:13]=[CH:12][C:11]=1[N:19]=[C:20]=S)(C)C)(C)(C)C.[F-].C([N+:27]([CH2:36][CH2:37][CH2:38][CH3:39])(CCCC)CCCC)CCC.Cl.CN(C)[CH2:43][CH2:44][CH2:45]N=C=NCC.[C:52](#N)[CH3:53], predict the reaction product. The product is: [C@H:36]1([NH:27][C:20]2[O:8][CH2:9][C:10]3[C:15]([N+:16]([O-:18])=[O:17])=[CH:14][CH:13]=[CH:12][C:11]=3[N:19]=2)[C:37]2[C:38](=[CH:39][CH:43]=[CH:44][CH:45]=2)[CH2:53][CH2:52]1. (2) Given the reactants [Br:1][C:2]1[CH:9]=[C:8]([C:10]#[N:11])[CH:7]=[CH:6][C:3]=1[CH2:4]Br.Cl.[C:13]([O:17][C:18](=[O:22])[CH2:19][NH:20][CH3:21])([CH3:16])([CH3:15])[CH3:14], predict the reaction product. The product is: [Br:1][C:2]1[CH:9]=[C:8]([C:10]#[N:11])[CH:7]=[CH:6][C:3]=1[CH2:4][N:20]([CH3:21])[CH2:19][C:18]([O:17][C:13]([CH3:16])([CH3:15])[CH3:14])=[O:22]. (3) Given the reactants C(Cl)(=O)C(Cl)=O.CS(C)=O.[C:11]([O:15][C:16]([N:18]1[CH2:22][CH2:21][CH:20]([CH2:23][OH:24])[CH2:19]1)=[O:17])([CH3:14])([CH3:13])[CH3:12].C(N(CC)CC)C, predict the reaction product. The product is: [C:11]([O:15][C:16]([N:18]1[CH2:22][CH2:21][CH:20]([CH:23]=[O:24])[CH2:19]1)=[O:17])([CH3:14])([CH3:13])[CH3:12]. (4) Given the reactants [Li]CCCC.Br[C:7]1[CH:18]=[CH:17][C:10]([CH2:11][N:12]2[CH2:16][CH2:15][CH2:14][CH2:13]2)=[C:9]([F:19])[CH:8]=1.[O:20]=[C:21]1[CH2:24][CH:23]([C:25]([OH:27])=O)[CH2:22]1.[CH2:28]([NH2:32])[CH:29]([CH3:31])[CH3:30].C(P1(=O)OP(CCC)(=O)OP(CCC)(=O)O1)CC, predict the reaction product. The product is: [CH2:28]([NH:32][C:25]([CH:23]1[CH2:22][C:21]([C:7]2[CH:18]=[CH:17][C:10]([CH2:11][N:12]3[CH2:16][CH2:15][CH2:14][CH2:13]3)=[C:9]([F:19])[CH:8]=2)([OH:20])[CH2:24]1)=[O:27])[CH:29]([CH3:31])[CH3:30]. (5) Given the reactants [H-].[Na+].[C:3]([O:7][CH2:8][CH3:9])(=[O:6])[CH2:4][OH:5].Cl[C:11]1[CH:16]=[CH:15][C:14]([N+:17]([O-:19])=[O:18])=[CH:13][N:12]=1, predict the reaction product. The product is: [CH2:8]([O:7][C:3](=[O:6])[CH2:4][O:5][C:11]1[CH:16]=[CH:15][C:14]([N+:17]([O-:19])=[O:18])=[CH:13][N:12]=1)[CH3:9]. (6) Given the reactants [C:1]([C:3]1[C:4]([C:24]2[CH:29]=[CH:28][CH:27]=[C:26]([O:30][CH3:31])[CH:25]=2)=[N:5][C:6]([S:22][CH3:23])=[N:7][C:8]=1[CH2:9][CH2:10][CH:11](C(OCC)=O)[C:12]([O:14][CH2:15][CH3:16])=[O:13])#[N:2].[Sn](Cl)(Cl)(Cl)Cl.O.CCOC(C)=O, predict the reaction product. The product is: [NH2:2][C:1]1[C:3]2[C:4]([C:24]3[CH:29]=[CH:28][CH:27]=[C:26]([O:30][CH3:31])[CH:25]=3)=[N:5][C:6]([S:22][CH3:23])=[N:7][C:8]=2[CH2:9][CH2:10][C:11]=1[C:12]([O:14][CH2:15][CH3:16])=[O:13]. (7) Given the reactants [N+:1]([C:4]1[CH:9]=[C:8]([N+:10]([O-:12])=[O:11])[CH:7]=[CH:6][C:5]=1[CH2:13][C:14](O)=[O:15])([O-:3])=[O:2].O.CCCCCC, predict the reaction product. The product is: [N+:1]([C:4]1[CH:9]=[C:8]([N+:10]([O-:12])=[O:11])[CH:7]=[CH:6][C:5]=1[CH2:13][CH2:14][OH:15])([O-:3])=[O:2]. (8) Given the reactants C([O:4][C@@H:5]1[C@@H:10]([O:11]C(=O)C)[C@H:9]([O:15]C(=O)C)[C@@H:8]([CH2:19][O:20]C(=O)C)[O:7][C@H:6]1[O:24][C:25]1[C:29]([CH2:30][C:31]2[CH:36]=[CH:35][C:34]([O:37][CH2:38][CH2:39][CH2:40]O)=[CH:33][CH:32]=2)=[C:28]([CH:42]([CH3:44])[CH3:43])[NH:27][N:26]=1)(=O)C.[OH:45][CH2:46][C:47]([CH2:51][OH:52])([CH2:49][OH:50])[NH2:48].NC(C)(C)CO, predict the reaction product. The product is: [C@@H:6]1([O:24][C:25]2[C:29]([CH2:30][C:31]3[CH:36]=[CH:35][C:34]([O:37][CH2:38][CH2:39][CH2:40][NH:48][C:47]([CH2:51][OH:52])([CH2:49][OH:50])[CH2:46][OH:45])=[CH:33][CH:32]=3)=[C:28]([CH:42]([CH3:44])[CH3:43])[NH:27][N:26]=2)[O:7][C@H:8]([CH2:19][OH:20])[C@@H:9]([OH:15])[C@H:10]([OH:11])[C@H:5]1[OH:4]. (9) Given the reactants Br[C:2]1[CH:15]=[CH:14][CH:13]=[CH:12][C:3]=1[O:4][C:5]1[N:10]=[CH:9][C:8]([NH2:11])=[CH:7][CH:6]=1.[F:16][C:17]1[CH:22]=[C:21](B2OC(C)(C)C(C)(C)O2)[CH:20]=[CH:19][C:18]=1[C:32]1[CH:33]=[N:34][C:35]([NH2:38])=[N:36][CH:37]=1, predict the reaction product. The product is: [NH2:11][C:8]1[CH:7]=[CH:6][C:5]([O:4][C:3]2[CH:12]=[CH:13][CH:14]=[CH:15][C:2]=2[C:21]2[CH:20]=[CH:19][C:18]([C:32]3[CH:37]=[N:36][C:35]([NH2:38])=[N:34][CH:33]=3)=[C:17]([F:16])[CH:22]=2)=[N:10][CH:9]=1.